Dataset: Reaction yield outcomes from USPTO patents with 853,638 reactions. Task: Predict the reaction yield, written as a fraction of the theoretical maximum amount of product (1.0 means a 100% yield; for example, 0.34 means a 34% yield). (1) The reactants are [NH2:1][C:2]1[CH:7]=[CH:6][C:5]([C:8]#[C:9][C:10]2[N:11]([CH2:23][CH3:24])[C:12]3[C:17]([C:18]=2[C:19]#[N:20])=[CH:16][CH:15]=[C:14]([O:21][CH3:22])[CH:13]=3)=[CH:4][CH:3]=1.C(N(CC)CC)C.[C:32](Cl)(=[O:34])[CH3:33]. The catalyst is C1COCC1. The product is [C:19]([C:18]1[C:17]2[C:12](=[CH:13][C:14]([O:21][CH3:22])=[CH:15][CH:16]=2)[N:11]([CH2:23][CH3:24])[C:10]=1[C:9]#[C:8][C:5]1[CH:6]=[CH:7][C:2]([NH:1][C:32](=[O:34])[CH3:33])=[CH:3][CH:4]=1)#[N:20]. The yield is 0.960. (2) The reactants are [C:1]12([CH2:11][CH2:12][NH:13][CH2:14][CH2:15][CH2:16][NH:17][CH2:18][CH2:19][CH2:20][C:21]3[CH:26]=[CH:25][N:24]=[CH:23][CH:22]=3)[CH2:10][CH:5]3[CH2:6][CH:7]([CH2:9][CH:3]([CH2:4]3)[CH2:2]1)[CH2:8]2.[C:27](N1C=CN=C1)(N1C=CN=C1)=[O:28]. The catalyst is C(Cl)Cl. The product is [C:1]12([CH2:11][CH2:12][N:13]3[CH2:14][CH2:15][CH2:16][N:17]([CH2:18][CH2:19][CH2:20][C:21]4[CH:22]=[CH:23][N:24]=[CH:25][CH:26]=4)[C:27]3=[O:28])[CH2:2][CH:3]3[CH2:4][CH:5]([CH2:6][CH:7]([CH2:9]3)[CH2:8]1)[CH2:10]2. The yield is 0.0940. (3) The reactants are [Br:1][C:2]1[CH:7]=[C:6]([F:8])[CH:5]=[CH:4][C:3]=1[OH:9].Br[CH:11]([CH3:13])[CH3:12].C([O-])([O-])=O.[Cs+].[Cs+]. No catalyst specified. The product is [Br:1][C:2]1[CH:7]=[C:6]([F:8])[CH:5]=[CH:4][C:3]=1[O:9][CH:11]([CH3:13])[CH3:12]. The yield is 0.890. (4) The product is [CH2:1]([N:8]1[CH2:14][C:13]2[N:15]=[CH:16][C:17]([CH:20]3[CH2:22][CH2:21]3)=[N:18][C:12]=2[O:11][CH2:10][CH2:9]1)[C:2]1[CH:7]=[CH:6][CH:5]=[CH:4][CH:3]=1. The catalyst is C1(C)C=CC=CC=1.C([O-])(=O)C.[Pd+2].C([O-])(=O)C.O. The reactants are [CH2:1]([N:8]1[CH2:14][C:13]2[N:15]=[CH:16][C:17](Cl)=[N:18][C:12]=2[O:11][CH2:10][CH2:9]1)[C:2]1[CH:7]=[CH:6][CH:5]=[CH:4][CH:3]=1.[CH:20]1(B(O)O)[CH2:22][CH2:21]1.C1(P(C2CC2)C2CC2)CC1.CC(C)([O-])C.[K+]. The yield is 0.160. (5) The reactants are [C:1]([O:5][C:6]([CH2:8][CH2:9][CH2:10][CH2:11][CH2:12][CH2:13][CH2:14][CH2:15][CH2:16][CH2:17][CH2:18][CH2:19][CH2:20][CH2:21][CH2:22][CH2:23][CH2:24][CH2:25][C:26]([NH:28][CH2:29][CH:30]1[CH2:35][CH2:34][CH:33]([C:36]([OH:38])=[O:37])[CH2:32][CH2:31]1)=[O:27])=[O:7])([CH3:4])([CH3:3])[CH3:2].[B-](F)(F)(F)F.CN(C(O[N:52]1[C:57](=[O:58])[CH2:56][CH2:55][C:53]1=[O:54])=[N+](C)C)C. The catalyst is C1COCC1.C(#N)C. The product is [O:54]=[C:53]1[CH2:55][CH2:56][C:57](=[O:58])[N:52]1[O:37][C:36]([CH:33]1[CH2:34][CH2:35][CH:30]([CH2:29][NH:28][C:26](=[O:27])[CH2:25][CH2:24][CH2:23][CH2:22][CH2:21][CH2:20][CH2:19][CH2:18][CH2:17][CH2:16][CH2:15][CH2:14][CH2:13][CH2:12][CH2:11][CH2:10][CH2:9][CH2:8][C:6]([O:5][C:1]([CH3:4])([CH3:2])[CH3:3])=[O:7])[CH2:31][CH2:32]1)=[O:38]. The yield is 0.880. (6) The reactants are [CH2:1]([NH2:8])[C:2]1[CH:7]=[CH:6][CH:5]=[CH:4][CH:3]=1.C(N(CC)CC)C.[Cl-].ClC1N(C)CC[NH+]1C.[N:25]1([S:31]([C:34]2[CH:35]=[C:36]([CH:40]=[CH:41][CH:42]=2)[C:37](O)=[O:38])(=[O:33])=[O:32])[CH2:30][CH2:29][CH2:28][CH2:27][CH2:26]1. The catalyst is C(Cl)(Cl)Cl.ClCCl. The product is [CH2:1]([NH:8][C:37](=[O:38])[C:36]1[CH:40]=[CH:41][CH:42]=[C:34]([S:31]([N:25]2[CH2:30][CH2:29][CH2:28][CH2:27][CH2:26]2)(=[O:33])=[O:32])[CH:35]=1)[C:2]1[CH:7]=[CH:6][CH:5]=[CH:4][CH:3]=1. The yield is 0.650. (7) The reactants are [Mg].Br[C:3]1[CH:8]=[CH:7][C:6]([O:9][CH3:10])=[CH:5][CH:4]=1.[F:11][C:12]([F:22])([F:21])[C:13](N1CCCCC1)=[O:14]. The catalyst is O1CCCC1. The product is [F:11][C:12]([F:22])([F:21])[C:13]([C:3]1[CH:8]=[CH:7][C:6]([O:9][CH3:10])=[CH:5][CH:4]=1)=[O:14]. The yield is 0.520.